From a dataset of Catalyst prediction with 721,799 reactions and 888 catalyst types from USPTO. Predict which catalyst facilitates the given reaction. (1) Reactant: Br[C:2]1[C:7]([CH3:8])=[CH:6][C:5]([OH:9])=[CH:4][C:3]=1[CH3:10].[CH3:11][C:12]1([CH3:19])[C:16]([CH3:18])([CH3:17])[O:15][BH:14][O:13]1.CCN(CC)CC. Product: [CH3:10][C:3]1[CH:4]=[C:5]([OH:9])[CH:6]=[C:7]([CH3:8])[C:2]=1[B:14]1[O:15][C:16]([CH3:18])([CH3:17])[C:12]([CH3:19])([CH3:11])[O:13]1. The catalyst class is: 658. (2) Reactant: [CH2:1]([Mg]Br)[CH3:2].[N:5]1[CH:10]=[CH:9][CH:8]=[C:7]([CH:11]=[O:12])[CH:6]=1. Product: [OH:12][CH:11]([C:7]1[CH:6]=[N:5][CH:10]=[CH:9][CH:8]=1)[CH2:1][CH3:2]. The catalyst class is: 7. (3) Reactant: C[O:2][C:3](=O)[CH2:4][CH2:5][C@@H:6]([C:29]#[N:30])[NH:7][C:8]([C@@H:10]1[CH2:15][CH2:14][CH2:13][CH2:12][C@@H:11]1[NH:16][C:17]([C:19]1[N:20]([CH3:28])[C:21]2[C:26]([CH:27]=1)=[CH:25][CH:24]=[CH:23][CH:22]=2)=[O:18])=[O:9].[BH4-].[Na+]. Product: [C:29]([CH:6]([NH:7][C:8]([C@@H:10]1[CH2:15][CH2:14][CH2:13][CH2:12][C@@H:11]1[NH:16][C:17]([C:19]1[N:20]([CH3:28])[C:21]2[C:26]([CH:27]=1)=[CH:25][CH:24]=[CH:23][CH:22]=2)=[O:18])=[O:9])[CH2:5][CH2:4][CH2:3][OH:2])#[N:30]. The catalyst class is: 100. (4) Reactant: C[O:2][C:3](=[O:43])[C:4]1[CH:9]=[CH:8][C:7]([CH2:10][NH:11][C:12]([C@H:14]2[C@H:18]([C:19]3[CH:24]=[CH:23][CH:22]=[C:21]([Cl:25])[C:20]=3[F:26])[C@:17]([C:29]3[CH:34]=[CH:33][C:32]([Cl:35])=[CH:31][C:30]=3[F:36])([C:27]#[N:28])[C@H:16]([CH2:37][C:38]([CH3:41])([CH3:40])[CH3:39])[NH:15]2)=[O:13])=[CH:6][C:5]=1[F:42].O.[OH-].[Li+]. Product: [Cl:35][C:32]1[CH:33]=[CH:34][C:29]([C@@:17]2([C:27]#[N:28])[C@H:16]([CH2:37][C:38]([CH3:40])([CH3:41])[CH3:39])[NH:15][C@@H:14]([C:12]([NH:11][CH2:10][C:7]3[CH:8]=[CH:9][C:4]([C:3]([OH:43])=[O:2])=[C:5]([F:42])[CH:6]=3)=[O:13])[C@@H:18]2[C:19]2[CH:24]=[CH:23][CH:22]=[C:21]([Cl:25])[C:20]=2[F:26])=[C:30]([F:36])[CH:31]=1. The catalyst class is: 20.